Dataset: Forward reaction prediction with 1.9M reactions from USPTO patents (1976-2016). Task: Predict the product of the given reaction. Given the reactants [CH3:1][S:2](Cl)(=[O:4])=[O:3].[Cl:6][C:7]1[C:12]([CH2:13][OH:14])=[CH:11][C:10]([Cl:15])=[CH:9][N:8]=1, predict the reaction product. The product is: [CH3:1][S:2]([O:14][CH2:13][C:12]1[C:7]([Cl:6])=[N:8][CH:9]=[C:10]([Cl:15])[CH:11]=1)(=[O:4])=[O:3].